The task is: Binary Classification. Given a T-cell receptor sequence (or CDR3 region) and an epitope sequence, predict whether binding occurs between them.. This data is from TCR-epitope binding with 47,182 pairs between 192 epitopes and 23,139 TCRs. (1) The epitope is GVAMPNLYK. The TCR CDR3 sequence is CASSQDPYPLYEQYF. Result: 0 (the TCR does not bind to the epitope). (2) The epitope is KMKDLSPRW. The TCR CDR3 sequence is CASRPNLGGTTEAFF. Result: 0 (the TCR does not bind to the epitope).